The task is: Predict the reaction yield, written as a fraction of the theoretical maximum amount of product (1.0 means a 100% yield; for example, 0.34 means a 34% yield).. This data is from Reaction yield outcomes from USPTO patents with 853,638 reactions. The reactants are C[O:2][C:3](=[O:24])[C:4]1[CH:9]=[C:8]([C:10]2[S:11][CH:12]=[C:13]([C:15]3[CH:20]=[CH:19][C:18]([Cl:21])=[C:17]([Cl:22])[CH:16]=3)[N:14]=2)[CH:7]=[CH:6][C:5]=1Br.[C:25]([C:27]1[CH:32]=[CH:31][C:30](B(O)O)=[CH:29][CH:28]=1)#[N:26]. No catalyst specified. The product is [C:25]([C:27]1[CH:32]=[CH:31][C:30]([C:5]2[C:4]([C:3]([OH:2])=[O:24])=[CH:9][C:8]([C:10]3[S:11][CH:12]=[C:13]([C:15]4[CH:20]=[CH:19][C:18]([Cl:21])=[C:17]([Cl:22])[CH:16]=4)[N:14]=3)=[CH:7][CH:6]=2)=[CH:29][CH:28]=1)#[N:26]. The yield is 0.220.